Dataset: Forward reaction prediction with 1.9M reactions from USPTO patents (1976-2016). Task: Predict the product of the given reaction. (1) Given the reactants CC(C[AlH]CC(C)C)C.C[O:11][C:12](=O)[CH:13]=[C:14]1[CH2:19][CH2:18][O:17][CH2:16][CH2:15]1, predict the reaction product. The product is: [O:17]1[CH2:18][CH2:19][C:14](=[CH:13][CH2:12][OH:11])[CH2:15][CH2:16]1. (2) The product is: [CH2:1]([O:3][C:4](=[O:20])[CH:5]([CH:7]1[CH2:8][CH2:9][N:10]([C:13]([O:15][C:16]([CH3:17])([CH3:19])[CH3:18])=[O:14])[CH2:11][CH2:12]1)[CH3:6])[CH3:2]. Given the reactants [CH2:1]([O:3][C:4](=[O:20])[C:5](=[C:7]1[CH2:12][CH2:11][N:10]([C:13]([O:15][C:16]([CH3:19])([CH3:18])[CH3:17])=[O:14])[CH2:9][CH2:8]1)[CH3:6])[CH3:2], predict the reaction product. (3) Given the reactants [CH3:1][O:2][C:3]1[C:8]([O:9][CH3:10])=[CH:7][CH:6]=[CH:5][N:4]=1.C([O-])(O)=O.[Na+].[Br:16]Br, predict the reaction product. The product is: [Br:16][C:6]1[CH:7]=[C:8]([O:9][CH3:10])[C:3]([O:2][CH3:1])=[N:4][CH:5]=1.